Dataset: Peptide-MHC class II binding affinity with 134,281 pairs from IEDB. Task: Regression. Given a peptide amino acid sequence and an MHC pseudo amino acid sequence, predict their binding affinity value. This is MHC class II binding data. (1) The peptide sequence is AAHAAVAGMTLTDDA. The MHC is HLA-DPA10301-DPB10402 with pseudo-sequence HLA-DPA10301-DPB10402. The binding affinity (normalized) is 0. (2) The peptide sequence is AAIKAAAAAARAA. The MHC is H-2-IAk with pseudo-sequence H-2-IAk. The binding affinity (normalized) is 0. (3) The peptide sequence is DLPTHENHGLKTRQE. The MHC is DRB1_0404 with pseudo-sequence DRB1_0404. The binding affinity (normalized) is 0. (4) The peptide sequence is SGSEAYQGVQQKWDA. The MHC is HLA-DQA10101-DQB10501 with pseudo-sequence HLA-DQA10101-DQB10501. The binding affinity (normalized) is 0.0879. (5) The peptide sequence is VAATAANAAPANDKF. The binding affinity (normalized) is 0.263. The MHC is HLA-DPA10201-DPB11401 with pseudo-sequence HLA-DPA10201-DPB11401. (6) The peptide sequence is LISRVLDGLVMTTIS. The MHC is HLA-DPA10103-DPB10401 with pseudo-sequence HLA-DPA10103-DPB10401. The binding affinity (normalized) is 0.257. (7) The peptide sequence is GAPGIAGFKGEQGPK. The MHC is H-2-IAq with pseudo-sequence H-2-IAq. The binding affinity (normalized) is 0.260. (8) The MHC is DRB1_1101 with pseudo-sequence DRB1_1101. The binding affinity (normalized) is 0.293. The peptide sequence is EFRVSTTENVVNLSN. (9) The peptide sequence is SAFDVLSFTAEEKAGV. The MHC is H-2-IAk with pseudo-sequence H-2-IAk. The binding affinity (normalized) is 0.0727.